From a dataset of NCI-60 drug combinations with 297,098 pairs across 59 cell lines. Regression. Given two drug SMILES strings and cell line genomic features, predict the synergy score measuring deviation from expected non-interaction effect. (1) Drug 1: C1CCC(C1)C(CC#N)N2C=C(C=N2)C3=C4C=CNC4=NC=N3. Drug 2: C1=NC2=C(N1)C(=S)N=CN2. Cell line: MDA-MB-435. Synergy scores: CSS=-5.99, Synergy_ZIP=-11.0, Synergy_Bliss=-27.2, Synergy_Loewe=-61.5, Synergy_HSA=-31.8. (2) Drug 1: CC(CN1CC(=O)NC(=O)C1)N2CC(=O)NC(=O)C2. Drug 2: C1=CN(C(=O)N=C1N)C2C(C(C(O2)CO)O)O.Cl. Cell line: SK-OV-3. Synergy scores: CSS=18.8, Synergy_ZIP=-6.82, Synergy_Bliss=1.49, Synergy_Loewe=-5.13, Synergy_HSA=3.40. (3) Drug 1: CN(CC1=CN=C2C(=N1)C(=NC(=N2)N)N)C3=CC=C(C=C3)C(=O)NC(CCC(=O)O)C(=O)O. Drug 2: C1=NC2=C(N1)C(=S)N=CN2. Cell line: HCC-2998. Synergy scores: CSS=45.5, Synergy_ZIP=1.17, Synergy_Bliss=3.17, Synergy_Loewe=-6.94, Synergy_HSA=6.10. (4) Drug 1: CC1=CC2C(CCC3(C2CCC3(C(=O)C)OC(=O)C)C)C4(C1=CC(=O)CC4)C. Synergy scores: CSS=-7.35, Synergy_ZIP=2.47, Synergy_Bliss=-3.48, Synergy_Loewe=-9.50, Synergy_HSA=-8.90. Cell line: SNB-75. Drug 2: CN1C2=C(C=C(C=C2)N(CCCl)CCCl)N=C1CCCC(=O)O.Cl.